Dataset: Catalyst prediction with 721,799 reactions and 888 catalyst types from USPTO. Task: Predict which catalyst facilitates the given reaction. (1) Reactant: [H-].[Na+].[NH:3]1[C:11]2[CH:10]=[CH:9][CH:8]=[C:7]3[CH2:12][N:13](C(OC(C)(C)C)=O)[CH2:14][CH2:15][C:5]([C:6]=23)=[CH:4]1.[C:23]1([S:29](Cl)(=[O:31])=[O:30])[CH:28]=[CH:27][CH:26]=[CH:25][CH:24]=1. Product: [C:23]1([S:29]([N:3]2[C:11]3[CH:10]=[CH:9][CH:8]=[C:7]4[CH2:12][NH:13][CH2:14][CH2:15][C:5]([C:6]=34)=[CH:4]2)(=[O:31])=[O:30])[CH:28]=[CH:27][CH:26]=[CH:25][CH:24]=1. The catalyst class is: 3. (2) Reactant: [CH3:1][NH:2][C:3]1[CH:8]=[CH:7][N:6]=[CH:5][C:4]=1[N+:9]([O-])=O.O.O.[Cl:14][Sn]Cl.O. Product: [Cl:14][C:5]1[C:4]([NH2:9])=[C:3]([NH:2][CH3:1])[CH:8]=[CH:7][N:6]=1. The catalyst class is: 33.